Dataset: Retrosynthesis with 50K atom-mapped reactions and 10 reaction types from USPTO. Task: Predict the reactants needed to synthesize the given product. Given the product CC(C)(C)OC(=O)N/N=C1\CCOC1, predict the reactants needed to synthesize it. The reactants are: CC(C)(C)OC(=O)NN.O=C1CCOC1.